From a dataset of Catalyst prediction with 721,799 reactions and 888 catalyst types from USPTO. Predict which catalyst facilitates the given reaction. (1) Reactant: C[O:2][C:3](=[O:35])[C:4]1[CH:9]=[CH:8][C:7]([NH:10][C:11]([N:13]([CH2:30][CH2:31][CH2:32][CH3:33])[C:14]2[N:15]([C:23]3[CH:28]=[CH:27][C:26]([Cl:29])=[CH:25][CH:24]=3)[N:16]=[C:17]3[C:22]=2[CH:21]=[CH:20][CH:19]=[CH:18]3)=[O:12])=[C:6]([Cl:34])[CH:5]=1.[OH-].[Li+]. Product: [CH2:30]([N:13]([C:14]1[N:15]([C:23]2[CH:24]=[CH:25][C:26]([Cl:29])=[CH:27][CH:28]=2)[N:16]=[C:17]2[C:22]=1[CH:21]=[CH:20][CH:19]=[CH:18]2)[C:11](=[O:12])[NH:10][C:7]1[CH:8]=[CH:9][C:4]([C:3]([OH:35])=[O:2])=[CH:5][C:6]=1[Cl:34])[CH2:31][CH2:32][CH3:33]. The catalyst class is: 36. (2) Reactant: [C:1]1([C@H:11]([NH:13][CH2:14][CH:15]2[CH:20]([C:21]3[CH:26]=[CH:25][CH:24]=[CH:23][CH:22]=3)[CH2:19][CH2:18][N:17]([C:27]([O:29][C:30]3[CH:35]=[CH:34][C:33]([C:36]([O:38]C)=[O:37])=[CH:32][CH:31]=3)=[O:28])[CH2:16]2)[CH3:12])[C:10]2[C:5](=[CH:6][CH:7]=[CH:8][CH:9]=2)[CH:4]=[CH:3][CH:2]=1.C1COCC1.[OH-].[Na+].Cl. Product: [C:1]1([C@H:11]([NH:13][CH2:14][CH:15]2[CH:20]([C:21]3[CH:26]=[CH:25][CH:24]=[CH:23][CH:22]=3)[CH2:19][CH2:18][N:17]([C:27]([O:29][C:30]3[CH:31]=[CH:32][C:33]([C:36]([OH:38])=[O:37])=[CH:34][CH:35]=3)=[O:28])[CH2:16]2)[CH3:12])[C:10]2[C:5](=[CH:6][CH:7]=[CH:8][CH:9]=2)[CH:4]=[CH:3][CH:2]=1. The catalyst class is: 5.